Dataset: Full USPTO retrosynthesis dataset with 1.9M reactions from patents (1976-2016). Task: Predict the reactants needed to synthesize the given product. (1) Given the product [Br:38][CH:29]([C@@H:28]([CH3:35])[C:27]([F:36])([F:37])[F:26])[C:30]([O:32][CH2:33][CH3:34])=[O:31], predict the reactants needed to synthesize it. The reactants are: C([Li])CCC.C(NC(C)C)(C)C.[Li+].CC([N-]C(C)C)C.Cl[Si](C)(C)C.[F:26][C:27]([F:37])([F:36])[C@H:28]([CH3:35])[CH2:29][C:30]([O:32][CH2:33][CH3:34])=[O:31].[Br:38]N1C(=O)CCC1=O. (2) Given the product [OH:18][C:11]1[CH:12]=[CH:13][CH:14]=[C:15]2[C:10]=1[CH2:9][N:8]([C:2](=[O:1])[CH2:3][CH2:4][CH2:5][CH2:6][O:7][C:30]([NH:31][C@H:32]([C:36]([O:38][C:39]([CH3:41])([CH3:40])[CH3:42])=[O:37])[CH:33]([CH3:34])[CH3:35])=[O:29])[CH2:17][CH2:16]2, predict the reactants needed to synthesize it. The reactants are: [O:1]=[C:2]([N:8]1[CH2:17][CH2:16][C:15]2[C:10](=[C:11]([O:18][Si](C(C)C)(C(C)C)C(C)C)[CH:12]=[CH:13][CH:14]=2)[CH2:9]1)[CH2:3][CH2:4][CH2:5][CH2:6][OH:7].[O:29]=[C:30]=[N:31][C@H:32]([C:36]([O:38][C:39]([CH3:42])([CH3:41])[CH3:40])=[O:37])[CH:33]([CH3:35])[CH3:34].CCCC[N+](CCCC)(CCCC)CCCC.[F-]. (3) Given the product [CH3:7][N:8]1[CH2:13][CH2:12][N:11]2[C:14]3[CH:20]=[CH:19][C:18]([CH2:21][OH:22])=[CH:17][C:15]=3[N:16]=[C:10]2[CH2:9]1, predict the reactants needed to synthesize it. The reactants are: [H-].[Al+3].[Li+].[H-].[H-].[H-].[CH3:7][N:8]1[CH2:13][CH2:12][N:11]2[C:14]3[CH:20]=[CH:19][C:18]([C:21](OCC)=[O:22])=[CH:17][C:15]=3[N:16]=[C:10]2[CH2:9]1.C(=O)(O)[O-].[Na+].C(OCC)(=O)C. (4) Given the product [Cl:1][C:2]1[CH:7]=[CH:6][CH:5]=[CH:4][C:3]=1[CH:8]1[C:13]([C:14]#[N:15])=[C:12]([CH:16]=[O:17])[NH:11][C:10]2=[N:21][NH:22][CH:23]=[C:9]12, predict the reactants needed to synthesize it. The reactants are: [Cl:1][C:2]1[CH:7]=[CH:6][CH:5]=[CH:4][C:3]=1[CH:8]1[C:13]([C:14]#[N:15])=[C:12]([CH:16](OC)[O:17]C)[NH:11][C:10]2=[N:21][NH:22][CH:23]=[C:9]12. (5) Given the product [CH:29]1([CH2:35][NH:1][C:2]2[CH:3]=[CH:4][C:5]([C:21]([N:23]3[CH2:24][CH2:25][CH2:26][CH2:27][CH2:28]3)=[O:22])=[C:6]([NH:8][S:9]([C:12]3[C:17]4=[N:18][S:19][N:20]=[C:16]4[CH:15]=[CH:14][CH:13]=3)(=[O:11])=[O:10])[CH:7]=2)[CH2:34][CH2:33][CH2:32][CH2:31][CH2:30]1, predict the reactants needed to synthesize it. The reactants are: [NH2:1][C:2]1[CH:3]=[CH:4][C:5]([C:21]([N:23]2[CH2:28][CH2:27][CH2:26][CH2:25][CH2:24]2)=[O:22])=[C:6]([NH:8][S:9]([C:12]2[C:17]3=[N:18][S:19][N:20]=[C:16]3[CH:15]=[CH:14][CH:13]=2)(=[O:11])=[O:10])[CH:7]=1.[CH:29]1([CH:35]=O)[CH2:34][CH2:33][CH2:32][CH2:31][CH2:30]1.C(O[BH-](OC(=O)C)OC(=O)C)(=O)C.[Na+].[OH-].[Na+]. (6) Given the product [Cl:25][C:9]1[N:8]2[C:4](=[N:5][C:6]3[CH:20]=[CH:19][CH:18]=[CH:17][C:7]=32)[C:3]([C:21]#[N:22])=[C:2]([CH3:1])[C:10]=1[C:11]1[S:12][CH:13]=[CH:14][CH:15]=1, predict the reactants needed to synthesize it. The reactants are: [CH3:1][C:2]1[C:3]([C:21]#[N:22])=[C:4]2[N:8]([C:9](=O)[C:10]=1[C:11]1[S:12][CH:13]=[CH:14][CH:15]=1)[C:7]1[CH:17]=[CH:18][CH:19]=[CH:20][C:6]=1[NH:5]2.P(Cl)(Cl)([Cl:25])=O.